Dataset: Catalyst prediction with 721,799 reactions and 888 catalyst types from USPTO. Task: Predict which catalyst facilitates the given reaction. (1) Reactant: [C:1]([O:5][C:6]([N:8]1[CH2:13][C:12]([NH:14][C:15]([O:17][C:18]([CH3:21])([CH3:20])[CH3:19])=[O:16])=[N:11][C:10]([C:25]2[CH:30]=[C:29]([NH2:31])[CH:28]=[CH:27][C:26]=2[F:32])([CH:22]([F:24])[F:23])[CH2:9]1)=[O:7])([CH3:4])([CH3:3])[CH3:2].[Br:33][C:34]1[CH:35]=[CH:36][C:37]([C:40](O)=[O:41])=[N:38][CH:39]=1.C1C=NC2N(O)N=NC=2C=1.C(Cl)CCl.Cl.CCN(CC)CC. Product: [C:1]([O:5][C:6]([N:8]1[CH2:13][C:12]([NH:14][C:15]([O:17][C:18]([CH3:21])([CH3:20])[CH3:19])=[O:16])=[N:11][C:10]([C:25]2[CH:30]=[C:29]([NH:31][C:40]([C:37]3[CH:36]=[CH:35][C:34]([Br:33])=[CH:39][N:38]=3)=[O:41])[CH:28]=[CH:27][C:26]=2[F:32])([CH:22]([F:23])[F:24])[CH2:9]1)=[O:7])([CH3:2])([CH3:3])[CH3:4]. The catalyst class is: 91. (2) Reactant: [CH3:1][N:2]1[C@@H:11]2[CH2:12][C:13]3[CH:18]=[CH:17][C:16]([OH:19])=[CH:15][C:14]=3[C@@:5]3([C@H:10]2[CH2:9][CH2:8][CH2:7][CH2:6]3)[CH2:4][CH2:3]1.C(O)(C(O)=O)C(O)C(O)=O.OC1O[C@H](CO)[C@@H](O[C@@H]2O[C@H](CO)[C@H](O)[C@H](O)[C@H]2O)[C@H](O)[C@H]1O. Product: [CH3:1][N:2]1[C@@H:11]2[CH2:12][C:13]3[CH:18]=[CH:17][C:16]([OH:19])=[CH:15][C:14]=3[C@@:5]3([C@H:10]2[CH2:9][CH2:8][CH2:7][CH2:6]3)[CH2:4][CH2:3]1. The catalyst class is: 6.